From a dataset of Full USPTO retrosynthesis dataset with 1.9M reactions from patents (1976-2016). Predict the reactants needed to synthesize the given product. (1) Given the product [CH2:1]([O:3][C:4]([C:6]1[S:10][C:9]([C:11]2[CH:12]=[CH:13][C:14]([O:17][CH3:18])=[CH:15][CH:16]=2)=[N:8][C:7]=1[CH2:19][Br:20])=[O:5])[CH3:2], predict the reactants needed to synthesize it. The reactants are: [CH2:1]([O:3][C:4]([C:6]1[S:10][C:9]([C:11]2[CH:16]=[CH:15][C:14]([O:17][CH3:18])=[CH:13][CH:12]=2)=[N:8][C:7]=1[CH3:19])=[O:5])[CH3:2].[Br:20]N1C(=O)CCC1=O. (2) Given the product [ClH:15].[CH2:32]([O:31][C:27]1[C:26]([OH:34])=[C:25]2[C:30]([C:21]([CH2:7][C:6]3[CH:9]=[C:10]([O:11][CH3:12])[C:3]([CH2:1][CH3:2])=[C:4]([O:13][CH3:14])[CH:5]=3)=[CH:22][N:23]=[CH:24]2)=[CH:29][CH:28]=1)[CH3:33], predict the reactants needed to synthesize it. The reactants are: [CH2:1]([C:3]1[C:10]([O:11][CH3:12])=[CH:9][C:6]([CH:7]=O)=[CH:5][C:4]=1[O:13][CH3:14])[CH3:2].[ClH:15].CO.C(O[CH:21](OCC)[CH2:22][NH:23][CH2:24][C:25]1[CH:30]=[CH:29][CH:28]=[C:27]([O:31][CH2:32][CH3:33])[C:26]=1[OH:34])C. (3) The reactants are: [Cl:1][C:2]1[CH:3]=[C:4]([CH:9]=[C:10]([CH3:12])[N:11]=1)[C:5]([NH:7][NH2:8])=[O:6].FC(F)(F)[C:15](O)=[O:16].[CH2:20](Cl)Cl. Given the product [Cl:1][C:2]1[CH:3]=[C:4]([C:5]2[O:6][C:15](=[O:16])[N:8]([CH3:20])[N:7]=2)[CH:9]=[C:10]([CH3:12])[N:11]=1, predict the reactants needed to synthesize it. (4) The reactants are: C(OC([N:8]1[CH2:13][CH2:12][N:11]([C:14]([C:16]2[C:17]([CH2:31][C:32]3[CH:37]=[CH:36][CH:35]=[C:34]([F:38])[C:33]=3[CH3:39])=[C:18]([C:25]3[CH:30]=[CH:29][CH:28]=[CH:27][CH:26]=3)[N:19]3[C:24]=2[CH:23]=[CH:22][CH:21]=[CH:20]3)=[O:15])[CH2:10][CH2:9]1)=O)(C)(C)C. Given the product [F:38][C:34]1[C:33]([CH3:39])=[C:32]([CH:37]=[CH:36][CH:35]=1)[CH2:31][C:17]1[C:16]([C:14]([N:11]2[CH2:10][CH2:9][NH:8][CH2:13][CH2:12]2)=[O:15])=[C:24]2[N:19]([C:18]=1[C:25]1[CH:26]=[CH:27][CH:28]=[CH:29][CH:30]=1)[CH:20]=[CH:21][CH:22]=[CH:23]2, predict the reactants needed to synthesize it. (5) Given the product [C:1]([O:5][C:6]([NH:8][C@H:9]1[CH2:13][C@@H:12]([C:14]([O:16][CH3:20])=[O:15])[CH:11]=[CH:10]1)=[O:7])([CH3:2])([CH3:3])[CH3:4], predict the reactants needed to synthesize it. The reactants are: [C:1]([O:5][C:6]([NH:8][C@H:9]1[CH2:13][C@@:12](C(C)C)([C:14]([OH:16])=[O:15])[CH:11]=[CH:10]1)=[O:7])([CH3:4])([CH3:3])[CH3:2].[CH2:20](O)C.